Dataset: Forward reaction prediction with 1.9M reactions from USPTO patents (1976-2016). Task: Predict the product of the given reaction. (1) Given the reactants [CH:1]1[CH:6]=[CH:5][C:4]([O:7][C:8](Cl)=[S:9])=[CH:3][CH:2]=1.[Cl:11][C:12]1[CH:20]=[C:19]2[C:15]([C:16]([CH:28]([OH:33])[C:29]([F:32])([F:31])[F:30])=[CH:17][N:18]2[C:21]([O:23][C:24]([CH3:27])([CH3:26])[CH3:25])=[O:22])=[CH:14][CH:13]=1, predict the reaction product. The product is: [Cl:11][C:12]1[CH:20]=[C:19]2[C:15]([C:16]([CH:28]([O:33][C:8]([O:7][C:4]3[CH:5]=[CH:6][CH:1]=[CH:2][CH:3]=3)=[S:9])[C:29]([F:30])([F:31])[F:32])=[CH:17][N:18]2[C:21]([O:23][C:24]([CH3:27])([CH3:26])[CH3:25])=[O:22])=[CH:14][CH:13]=1. (2) Given the reactants [N:1]([CH2:4][CH2:5][C:6]1[CH:15]=[C:14]2[C:9]([C:10]([C:18]3[CH:23]=[CH:22][CH:21]=[CH:20][CH:19]=3)=[CH:11][C:12]([C:16]#[N:17])=[N:13]2)=[CH:8][CH:7]=1)=[N+:2]=[N-:3].[CH2:24]([C:26]([OH:31])([CH2:29][CH3:30])[C:27]#[CH:28])[CH3:25].C(N(C(C)C)CC)(C)C, predict the reaction product. The product is: [CH2:27]([C:26]([C:24]1[N:3]=[N:2][N:1]([CH2:4][CH2:5][C:6]2[CH:15]=[C:14]3[C:9]([C:10]([C:18]4[CH:23]=[CH:22][CH:21]=[CH:20][CH:19]=4)=[CH:11][C:12]([C:16]#[N:17])=[N:13]3)=[CH:8][CH:7]=2)[CH:25]=1)([OH:31])[CH2:29][CH3:30])[CH3:28].